This data is from Full USPTO retrosynthesis dataset with 1.9M reactions from patents (1976-2016). The task is: Predict the reactants needed to synthesize the given product. (1) Given the product [Cl:1][C:2]1[CH:3]=[C:4]([C@@H:8]2[C@@H:13]([C:14]3[CH:19]=[CH:18][C:17]([Cl:20])=[CH:16][CH:15]=3)[N:12]([CH:21]([CH2:22][CH3:23])[CH2:24][CH3:25])[C:11](=[O:26])[C@:10]([CH2:28][CH:29]([OH:32])[C:30]([OH:45])=[O:31])([CH3:27])[CH2:9]2)[CH:5]=[CH:6][CH:7]=1, predict the reactants needed to synthesize it. The reactants are: [Cl:1][C:2]1[CH:3]=[C:4]([C@@H:8]2[C@@H:13]([C:14]3[CH:19]=[CH:18][C:17]([Cl:20])=[CH:16][CH:15]=3)[N:12]([CH:21]([CH2:24][CH3:25])[CH2:22][CH3:23])[C:11](=[O:26])[C@:10]([CH2:28][CH:29]([OH:32])[CH2:30][OH:31])([CH3:27])[CH2:9]2)[CH:5]=[CH:6][CH:7]=1.CC1(C)N([O])C(C)(C)CCC1.Cl([O-])=[O:45].[Na+]. (2) Given the product [NH2:1][C:2]1[C:7]([C:8]([OH:10])=[O:9])=[C:6]([CH3:13])[N:5]=[C:4]2[S:14][C:15]([C:18]3[CH:19]=[N:20][CH:21]=[CH:22][CH:23]=3)=[C:16]([CH3:17])[C:3]=12, predict the reactants needed to synthesize it. The reactants are: [NH2:1][C:2]1[C:7]([C:8]([O:10]CC)=[O:9])=[C:6]([CH3:13])[N:5]=[C:4]2[S:14][C:15]([C:18]3[CH:19]=[N:20][CH:21]=[CH:22][CH:23]=3)=[C:16]([CH3:17])[C:3]=12.[OH-].[Na+].C(O)(=O)C.